This data is from Forward reaction prediction with 1.9M reactions from USPTO patents (1976-2016). The task is: Predict the product of the given reaction. The product is: [CH2:1]([O:3][C:4](=[O:14])[CH2:5][CH:16]1[C:24]2[C:19](=[CH:20][CH:21]=[C:22]([S:25]([CH3:28])(=[O:26])=[O:27])[CH:23]=2)[C:18](=[O:29])[N:17]1[CH2:30][C:31]([F:32])([F:34])[F:33])[CH3:2]. Given the reactants [CH2:1]([O:3][C:4](=[O:14])[CH2:5]P(OCC)(OCC)=O)[CH3:2].O[CH:16]1[C:24]2[C:19](=[CH:20][CH:21]=[C:22]([S:25]([CH3:28])(=[O:27])=[O:26])[CH:23]=2)[C:18](=[O:29])[N:17]1[CH2:30][C:31]([F:34])([F:33])[F:32].COCCOC, predict the reaction product.